Predict the reactants needed to synthesize the given product. From a dataset of Full USPTO retrosynthesis dataset with 1.9M reactions from patents (1976-2016). (1) Given the product [Cl:20][C:21]1[C:22]([C:31]([F:33])([F:32])[F:34])=[N:23][N:24]([CH2:27][C:28]([NH:19][C:11]2[CH:10]=[N:9][N:8]([C:5]3[CH:4]=[CH:3][C:2]([F:1])=[CH:7][CH:6]=3)[C:12]=2[C:13]2[CH:18]=[CH:17][CH:16]=[CH:15][CH:14]=2)=[O:29])[C:25]=1[CH3:26], predict the reactants needed to synthesize it. The reactants are: [F:1][C:2]1[CH:7]=[CH:6][C:5]([N:8]2[C:12]([C:13]3[CH:18]=[CH:17][CH:16]=[CH:15][CH:14]=3)=[C:11]([NH2:19])[CH:10]=[N:9]2)=[CH:4][CH:3]=1.[Cl:20][C:21]1[C:22]([C:31]([F:34])([F:33])[F:32])=[N:23][N:24]([CH2:27][C:28](O)=[O:29])[C:25]=1[CH3:26].C(N(C(C)C)CC)(C)C.CN(C(ON1N=NC2C=CC=NC1=2)=[N+](C)C)C.F[P-](F)(F)(F)(F)F. (2) Given the product [NH2:7][CH:8]1[CH2:9][CH2:10][N:11]([CH2:14][CH2:15][N:16]2[C:25]3[C:20](=[CH:21][CH:22]=[C:23]([O:26][CH3:27])[CH:24]=3)[N:19]=[CH:18][C:17]2=[O:28])[CH2:12][CH2:13]1, predict the reactants needed to synthesize it. The reactants are: C(OC(=O)[NH:7][CH:8]1[CH2:13][CH2:12][N:11]([CH2:14][CH2:15][N:16]2[C:25]3[C:20](=[CH:21][CH:22]=[C:23]([O:26][CH3:27])[CH:24]=3)[N:19]=[CH:18][C:17]2=[O:28])[CH2:10][CH2:9]1)(C)(C)C.FC(F)(F)C(O)=O.NC1CCN(CCN2C3C(=CC=C(F)C=3)N=CC2=O)CC1. (3) Given the product [F:42][C@@H:43]1[CH2:48][CH2:47][CH2:46][N:45]([CH2:1][C:3]2[N:4]=[C:5]([C:29]3[O:33][C:32]([CH2:34][C:35]([CH3:41])([CH3:40])[C:36]([O:38][CH3:39])=[O:37])=[N:31][N:30]=3)[S:6][C:7]=2[C:8]2[C:17]3[C:12](=[CH:13][CH:14]=[CH:15][CH:16]=3)[C:11]([S:18](=[O:28])(=[O:27])[NH:19][C@@H:20]([CH2:25][CH3:26])[C:21]([F:24])([F:23])[F:22])=[CH:10][CH:9]=2)[CH2:44]1, predict the reactants needed to synthesize it. The reactants are: [CH:1]([C:3]1[N:4]=[C:5]([C:29]2[O:33][C:32]([CH2:34][C:35]([CH3:41])([CH3:40])[C:36]([O:38][CH3:39])=[O:37])=[N:31][N:30]=2)[S:6][C:7]=1[C:8]1[C:17]2[C:12](=[CH:13][CH:14]=[CH:15][CH:16]=2)[C:11]([S:18](=[O:28])(=[O:27])[NH:19][C@@H:20]([CH2:25][CH3:26])[C:21]([F:24])([F:23])[F:22])=[CH:10][CH:9]=1)=O.[F:42][C@@H:43]1[CH2:48][CH2:47][CH2:46][NH:45][CH2:44]1.[BH-](OC(C)=O)(OC(C)=O)OC(C)=O.[Na+].